Dataset: Full USPTO retrosynthesis dataset with 1.9M reactions from patents (1976-2016). Task: Predict the reactants needed to synthesize the given product. (1) Given the product [Cl:24][C:25]1[CH:30]=[CH:29][C:28]([S:31]([NH:7][CH:8]([C:10]2[CH:14]=[C:13]([CH3:15])[S:12][N:11]=2)[CH3:9])(=[O:33])=[O:32])=[CH:27][CH:26]=1, predict the reactants needed to synthesize it. The reactants are: C(OC(=O)[NH:7][CH:8]([C:10]1[CH:14]=[C:13]([CH3:15])[S:12][N:11]=1)[CH3:9])(C)(C)C.Cl.O1CCOCC1.[Cl:24][C:25]1[CH:30]=[CH:29][C:28]([S:31](Cl)(=[O:33])=[O:32])=[CH:27][CH:26]=1. (2) Given the product [OH:2][C@@H:3]1[CH2:8][CH2:7][C@H:6]([N:9]2[C:17](=[O:18])[NH:16][C:15]3[C:10]2=[N:11][C:12]([C:22]2[CH:27]=[CH:26][CH:25]=[C:24]([OH:28])[CH:23]=2)=[N:13][C:14]=3[C:19]([NH2:21])=[O:20])[CH2:5][CH2:4]1, predict the reactants needed to synthesize it. The reactants are: C[O:2][C@@H:3]1[CH2:8][CH2:7][C@H:6]([N:9]2[C:17](=[O:18])[NH:16][C:15]3[C:10]2=[N:11][C:12]([C:22]2[CH:27]=[CH:26][CH:25]=[C:24]([OH:28])[CH:23]=2)=[N:13][C:14]=3[C:19]([NH2:21])=[O:20])[CH2:5][CH2:4]1.CO[C@@H]1CC[C@H](N2C(=O)NC3C2=NC(C2C=CC=C(O[Si](C(C)C)(C(C)C)C(C)C)C=2)=NC=3C(OC)=O)CC1.N. (3) Given the product [CH3:1][C:2]1[N:3]=[C:4]2[CH:12]=[CH:11][CH:10]=[C:9]3[N:5]2[C:6]=1[C:7](=[O:18])[N:8]3[CH2:13][CH2:14][CH2:15][CH2:16][NH:17][C:29](=[O:30])[C:28]([F:33])([F:32])[C:27]([F:35])([F:34])[F:26], predict the reactants needed to synthesize it. The reactants are: [CH3:1][C:2]1[N:3]=[C:4]2[CH:12]=[CH:11][CH:10]=[C:9]3[N:5]2[C:6]=1[C:7](=[O:18])[N:8]3[CH2:13][CH2:14][CH2:15][CH2:16][NH2:17].C(N(CC)CC)C.[F:26][C:27]([F:35])([F:34])[C:28]([F:33])([F:32])[C:29](O)=[O:30]. (4) Given the product [CH:25]12[CH2:34][CH:29]3[CH2:30][CH:31]([CH2:33][CH:27]([CH2:28]3)[CH:26]1[NH:35][C:21]([C:15]1[CH:14]=[N:13][N:12]([C:9]3[CH:8]=[CH:7][C:6]([CH2:5][C:3]([O:2][CH3:1])=[O:4])=[CH:11][CH:10]=3)[C:16]=1[S:17][CH2:18][CH2:19][CH3:20])=[O:23])[CH2:32]2, predict the reactants needed to synthesize it. The reactants are: [CH3:1][O:2][C:3]([CH2:5][C:6]1[CH:11]=[CH:10][C:9]([N:12]2[C:16]([S:17][CH2:18][CH2:19][CH3:20])=[C:15]([C:21]([OH:23])=O)[CH:14]=[N:13]2)=[CH:8][CH:7]=1)=[O:4].Cl.[CH:25]12[CH2:34][CH:29]3[CH2:30][CH:31]([CH2:33][CH:27]([CH2:28]3)[CH:26]1[NH2:35])[CH2:32]2.C(SC1N(C2C=CC(C(OC)=O)=CC=2)N=CC=1C(N1CCC(C2C=CC=CC=2C(F)(F)F)C1)=O)CC. (5) Given the product [CH2:27]([O:29][C:30](=[O:35])[CH2:31][CH2:32][CH2:33][O:20][C:17]1[CH:16]=[CH:15][C:14]([C:9]2[CH:10]=[CH:11][CH:12]=[CH:13][C:8]=2[O:1][C:2]2[CH:7]=[CH:6][CH:5]=[CH:4][CH:3]=2)=[CH:19][CH:18]=1)[CH3:28], predict the reactants needed to synthesize it. The reactants are: [O:1]([C:8]1[CH:13]=[CH:12][CH:11]=[CH:10][C:9]=1[C:14]1[CH:19]=[CH:18][C:17]([OH:20])=[CH:16][CH:15]=1)[C:2]1[CH:7]=[CH:6][CH:5]=[CH:4][CH:3]=1.C([O-])([O-])=O.[Cs+].[Cs+].[CH2:27]([O:29][C:30](=[O:35])[CH2:31][CH2:32][CH2:33]Br)[CH3:28]. (6) The reactants are: [OH:1][C:2]1[CH:7]=[CH:6][C:5]([C@@H:8]([CH:15]=[C:16]([CH3:18])[CH3:17])[CH2:9][C:10]([O:12][CH2:13][CH3:14])=[O:11])=[CH:4][CH:3]=1.CCOC(C)=O. Given the product [OH:1][C:2]1[CH:3]=[CH:4][C:5]([C@@H:8]([CH2:15][CH:16]([CH3:17])[CH3:18])[CH2:9][C:10]([O:12][CH2:13][CH3:14])=[O:11])=[CH:6][CH:7]=1, predict the reactants needed to synthesize it. (7) Given the product [CH3:1][O:2][C:3]1[CH:56]=[CH:55][CH:54]=[CH:53][C:4]=1[CH2:5][O:6][CH2:7][CH2:8][CH2:9][O:10][C:11]1[CH:12]=[CH:13][C:14]([CH:17]2[CH2:22][CH2:21][N:20]([C:23]([O:25][C:26]([CH3:29])([CH3:27])[CH3:28])=[O:24])[CH2:19][CH:18]2[O:30][CH2:31][CH2:32][O:33][C:34]2[CH:39]=[CH:38][CH:37]=[CH:36][C:35]=2[CH2:40][CH2:41][N:57]2[CH2:61][CH2:60][CH2:59][C:58]2=[O:62])=[CH:15][CH:16]=1, predict the reactants needed to synthesize it. The reactants are: [CH3:1][O:2][C:3]1[CH:56]=[CH:55][CH:54]=[CH:53][C:4]=1[CH2:5][O:6][CH2:7][CH2:8][CH2:9][O:10][C:11]1[CH:16]=[CH:15][C:14]([CH:17]2[CH2:22][CH2:21][N:20]([C:23]([O:25][C:26]([CH3:29])([CH3:28])[CH3:27])=[O:24])[CH2:19][CH:18]2[O:30][CH2:31][CH2:32][O:33][C:34]2[CH:39]=[CH:38][CH:37]=[CH:36][C:35]=2[CH2:40][CH2:41]OS(C2C=CC(C)=CC=2)(=O)=O)=[CH:13][CH:12]=1.[NH:57]1[CH2:61][CH2:60][CH2:59][C:58]1=[O:62].